From a dataset of Reaction yield outcomes from USPTO patents with 853,638 reactions. Predict the reaction yield, written as a fraction of the theoretical maximum amount of product (1.0 means a 100% yield; for example, 0.34 means a 34% yield). (1) The reactants are [S:1]1[C:5]2[C:6](=[O:10])[NH:7][CH2:8][CH2:9][C:4]=2[CH:3]=[CH:2]1.[Br:11]Br. The catalyst is CC(O)=O.O. The product is [Br:11][C:2]1[S:1][C:5]2[C:6](=[O:10])[NH:7][CH2:8][CH2:9][C:4]=2[CH:3]=1. The yield is 0.850. (2) The yield is 0.300. The reactants are [F:1][C:2]1[C:10]([C:11]([F:14])([F:13])[F:12])=[N:9][CH:8]=[CH:7][C:3]=1[C:4]([OH:6])=O.[CH:15]12[CH:23]([N:24]3[CH2:27][C:26]([CH2:50][C:51]#[N:52])([N:28]4[CH:32]=[C:31]([C:33]5[C:34]6[CH:41]=[CH:40][N:39](COCC[Si](C)(C)C)[C:35]=6[N:36]=[CH:37][N:38]=5)[CH:30]=[N:29]4)[CH2:25]3)[CH:19]([CH2:20][NH:21][CH2:22]1)[CH2:18][O:17][CH2:16]2.C(N(CC)CC)C.F[P-](F)(F)(F)(F)F.N1(O[P+](N(C)C)(N(C)C)N(C)C)C2C=CC=CC=2N=N1. The product is [F:1][C:2]1[C:10]([C:11]([F:14])([F:13])[F:12])=[N:9][CH:8]=[CH:7][C:3]=1[C:4]([N:21]1[CH2:20][CH:19]2[CH:23]([N:24]3[CH2:25][C:26]([CH2:50][C:51]#[N:52])([N:28]4[CH:32]=[C:31]([C:33]5[C:34]6[CH:41]=[CH:40][NH:39][C:35]=6[N:36]=[CH:37][N:38]=5)[CH:30]=[N:29]4)[CH2:27]3)[CH:15]([CH2:16][O:17][CH2:18]2)[CH2:22]1)=[O:6]. The catalyst is CN(C=O)C. (3) The reactants are Cl.[Cl:2][C:3]1[CH:35]=[CH:34][C:6]([NH:7][C:8]2[C:17]3[C:12](=[CH:13][C:14]([O:20][CH:21]4[CH2:26][CH2:25][N:24](C(OC(C)(C)C)=O)[CH2:23][CH2:22]4)=[C:15]([O:18][CH3:19])[CH:16]=3)[N:11]=[CH:10][N:9]=2)=[C:5]([F:36])[CH:4]=1. The catalyst is O1CCOCC1.C(#N)C. The product is [ClH:2].[Cl:2][C:3]1[CH:35]=[CH:34][C:6]([NH:7][C:8]2[C:17]3[C:12](=[CH:13][C:14]([O:20][CH:21]4[CH2:26][CH2:25][NH:24][CH2:23][CH2:22]4)=[C:15]([O:18][CH3:19])[CH:16]=3)[N:11]=[CH:10][N:9]=2)=[C:5]([F:36])[CH:4]=1. The yield is 0.763.